Dataset: Reaction yield outcomes from USPTO patents with 853,638 reactions. Task: Predict the reaction yield, written as a fraction of the theoretical maximum amount of product (1.0 means a 100% yield; for example, 0.34 means a 34% yield). (1) The reactants are Cl.[C:2]([C:4]1[CH:5]=[C:6]([C:11]2[N:21]=[C:20]([CH3:22])[CH:19]=[CH:18][C:12]=2[C:13]([O:15][CH2:16][CH3:17])=[O:14])[CH:7]=[CH:8][C:9]=1[OH:10])#[N:3].CS(O[CH2:28][CH2:29][C:30]1[CH:35]=[CH:34][C:33]([C:36]([F:39])([F:38])[F:37])=[CH:32][CH:31]=1)(=O)=O.C(=O)([O-])[O-].[K+].[K+]. The catalyst is CN(C=O)C. The product is [C:2]([C:4]1[CH:5]=[C:6]([C:11]2[N:21]=[C:20]([CH3:22])[CH:19]=[CH:18][C:12]=2[C:13]([O:15][CH2:16][CH3:17])=[O:14])[CH:7]=[CH:8][C:9]=1[O:10][CH2:28][CH2:29][C:30]1[CH:31]=[CH:32][C:33]([C:36]([F:37])([F:38])[F:39])=[CH:34][CH:35]=1)#[N:3]. The yield is 0.580. (2) The reactants are [CH3:1][C:2]1[CH:7]=[C:6]([CH3:8])[CH:5]=[CH:4][C:3]=1[NH:9][C:10](=[O:37])[CH2:11][N:12]([CH2:19][C:20]1[CH:36]=[CH:35][C:23]([O:24][C:25]([CH3:34])([CH3:33])[C:26]([O:28]C(C)(C)C)=[O:27])=[CH:22][CH:21]=1)[CH2:13][C:14]1[O:15][CH:16]=[CH:17][CH:18]=1.FC(F)(F)C(O)=O. The catalyst is ClCCl. The product is [CH3:1][C:2]1[CH:7]=[C:6]([CH3:8])[CH:5]=[CH:4][C:3]=1[NH:9][C:10](=[O:37])[CH2:11][N:12]([CH2:19][C:20]1[CH:21]=[CH:22][C:23]([O:24][C:25]([CH3:34])([CH3:33])[C:26]([OH:28])=[O:27])=[CH:35][CH:36]=1)[CH2:13][C:14]1[O:15][CH:16]=[CH:17][CH:18]=1. The yield is 0.820. (3) The reactants are [CH2:1]([O:8][C:9]1[CH:17]=[C:16]([O:18][CH2:19][C:20]2[CH:25]=[CH:24][CH:23]=[CH:22][CH:21]=2)[C:15]([C:26]([CH3:28])=[CH2:27])=[CH:14][C:10]=1[C:11]([OH:13])=O)[C:2]1[CH:7]=[CH:6][CH:5]=[CH:4][CH:3]=1.C(N(C(C)C)CC)(C)C.F[P-](F)(F)(F)(F)F.Br[P+](N1CCCC1)(N1CCCC1)N1CCCC1.[N:62]1([CH2:68][CH2:69][CH2:70][O:71][C:72]2[CH:80]=[CH:79][CH:78]=[C:77]3[C:73]=2[CH2:74][NH:75][CH2:76]3)[CH2:67][CH2:66][O:65][CH2:64][CH2:63]1. The catalyst is C(Cl)Cl.C(OCC)(=O)C. The product is [CH2:1]([O:8][C:9]1[CH:17]=[C:16]([O:18][CH2:19][C:20]2[CH:21]=[CH:22][CH:23]=[CH:24][CH:25]=2)[C:15]([C:26]([CH3:28])=[CH2:27])=[CH:14][C:10]=1[C:11]([N:75]1[CH2:74][C:73]2[C:77](=[CH:78][CH:79]=[CH:80][C:72]=2[O:71][CH2:70][CH2:69][CH2:68][N:62]2[CH2:67][CH2:66][O:65][CH2:64][CH2:63]2)[CH2:76]1)=[O:13])[C:2]1[CH:3]=[CH:4][CH:5]=[CH:6][CH:7]=1. The yield is 1.00. (4) The reactants are [CH3:1][CH:2]1[C:11]2[N:10]=[C:9]([N:12]3[CH2:17][CH2:16][O:15][CH2:14][CH2:13]3)[CH:8]=[CH:7][C:6]=2[CH2:5][N:4](C(OC(C)(C)C)=O)[CH2:3]1.C(OCC)(=O)C.[ClH:31]. No catalyst specified. The product is [ClH:31].[ClH:31].[CH3:1][CH:2]1[C:11]2[N:10]=[C:9]([N:12]3[CH2:17][CH2:16][O:15][CH2:14][CH2:13]3)[CH:8]=[CH:7][C:6]=2[CH2:5][NH:4][CH2:3]1. The yield is 0.320.